From a dataset of Full USPTO retrosynthesis dataset with 1.9M reactions from patents (1976-2016). Predict the reactants needed to synthesize the given product. Given the product [CH2:1]([O:3][C:4]1[CH:5]=[C:6]([CH2:13][CH:14]([NH:17][C:18](=[O:24])[O:19][C:20]([CH3:23])([CH3:22])[CH3:21])[CH2:15][N:29]2[C:25](=[O:35])[C:26]3[C:27](=[CH:31][CH:32]=[CH:33][CH:34]=3)[C:28]2=[O:30])[CH:7]=[CH:8][C:9]=1[O:10][CH2:11][CH3:12])[CH3:2], predict the reactants needed to synthesize it. The reactants are: [CH2:1]([O:3][C:4]1[CH:5]=[C:6]([CH2:13][CH:14]([NH:17][C:18](=[O:24])[O:19][C:20]([CH3:23])([CH3:22])[CH3:21])[CH2:15]O)[CH:7]=[CH:8][C:9]=1[O:10][CH2:11][CH3:12])[CH3:2].[C:25]1(=[O:35])[NH:29][C:28](=[O:30])[C:27]2=[CH:31][CH:32]=[CH:33][CH:34]=[C:26]12.C1(P(C2C=CC=CC=2)C2C=CC=CC=2)C=CC=CC=1.N(C(OCC)=O)=NC(OCC)=O.